Dataset: Catalyst prediction with 721,799 reactions and 888 catalyst types from USPTO. Task: Predict which catalyst facilitates the given reaction. (1) Reactant: B(O)O.[CH3:4][C:5]1[CH:9]=[C:8]([C:10]([O:12][CH2:13][CH3:14])=[O:11])[NH:7][N:6]=1.[N:15]1[CH:20]=[CH:19][CH:18]=[CH:17][CH:16]=1. The catalyst class is: 302. Product: [CH3:4][C:5]1[CH:9]=[C:8]([C:10]([O:12][CH2:13][CH3:14])=[O:11])[N:7]([C:16]2[CH:4]=[CH:5][C:9]3[C:18](=[CH:19][CH:20]=[C:10]([O:12][CH3:13])[CH:8]=3)[CH:17]=2)[N:6]=1.[CH3:4][C:5]1[N:15]([C:20]2[CH:4]=[CH:5][C:9]3[C:18](=[CH:17][CH:16]=[C:10]([O:12][CH3:13])[CH:8]=3)[CH:19]=2)[N:7]=[C:8]([C:10]([O:12][CH2:13][CH3:14])=[O:11])[CH:9]=1. (2) Reactant: [C:1]([O:8]CC)(=O)[C:2]([O:4][CH2:5][CH3:6])=[O:3].O.[NH2:12][NH2:13]. Product: [NH:12]([C:1](=[O:8])[C:2]([O:4][CH2:5][CH3:6])=[O:3])[NH2:13]. The catalyst class is: 8. (3) Reactant: C([Li])CCC.O1CCCC1.[Cl-].COC[P+]([C:28]1[CH:33]=[CH:32][CH:31]=[CH:30][CH:29]=1)([C:28]1[CH:33]=[CH:32][CH:31]=[CH:30][CH:29]=1)[C:28]1[CH:33]=[CH:32][CH:31]=[CH:30][CH:29]=1.CC(C)[CH:36]([C:40]1[CH:45]=CC=[CH:42][CH:41]=1)[CH2:37][CH:38]=[O:39]. Product: [CH3:45][CH:40]([CH2:41][CH3:42])[CH:36]([C:28]1[CH:29]=[CH:30][CH:31]=[CH:32][CH:33]=1)[CH2:37][CH:38]=[O:39]. The catalyst class is: 7. (4) Reactant: Br[C:2]1[N:6]([CH:7]([CH3:9])[CH3:8])[C:5]2[CH:10]([C:22]3[CH:27]=[CH:26][C:25]([Cl:28])=[CH:24][C:23]=3[CH3:29])[N:11]([C:14]3[CH:19]=[CH:18][CH:17]=[C:16]([Cl:20])[C:15]=3[F:21])[C:12](=[O:13])[C:4]=2[CH:3]=1.[CH3:30][O:31][C:32]1[CH:37]=[CH:36][CH:35]=[CH:34][C:33]=1B(O)O.[O-]P([O-])([O-])=O.[K+].[K+].[K+]. Product: [Cl:20][C:16]1[C:15]([F:21])=[C:14]([N:11]2[C:12](=[O:13])[C:4]3[CH:3]=[C:2]([C:33]4[CH:34]=[CH:35][CH:36]=[CH:37][C:32]=4[O:31][CH3:30])[N:6]([CH:7]([CH3:8])[CH3:9])[C:5]=3[CH:10]2[C:22]2[CH:27]=[CH:26][C:25]([Cl:28])=[CH:24][C:23]=2[CH3:29])[CH:19]=[CH:18][CH:17]=1. The catalyst class is: 233. (5) Reactant: Br[C:2]1[CH:3]=[C:4]([CH:25]=[CH:26][N:27]=1)[C:5]([NH:7][C:8]1[S:9][C:10]2[C:16]([CH:17]3[CH2:22][O:21][CH2:20][CH2:19][O:18]3)=[CH:15][CH:14]=[C:13]([O:23][CH3:24])[C:11]=2[N:12]=1)=[O:6].C(=O)([O-])[O-].[Cs+].[Cs+].Cl.[F:35][CH:36]1[CH2:39][NH:38][CH2:37]1.C(Cl)(Cl)Cl. Product: [O:18]1[CH2:19][CH2:20][O:21][CH2:22][CH:17]1[C:16]1[C:10]2[S:9][C:8]([NH:7][C:5](=[O:6])[C:4]3[CH:25]=[CH:26][N:27]=[C:2]([N:38]4[CH2:39][CH:36]([F:35])[CH2:37]4)[CH:3]=3)=[N:12][C:11]=2[C:13]([O:23][CH3:24])=[CH:14][CH:15]=1. The catalyst class is: 3.